Task: Predict the reactants needed to synthesize the given product.. Dataset: Full USPTO retrosynthesis dataset with 1.9M reactions from patents (1976-2016) (1) The reactants are: [Br:1][C:2]1[CH:3]=[CH:4][C:5]([Cl:12])=[C:6]([C:8](O)([CH3:10])[CH3:9])[CH:7]=1.C1(C)C=CC(S(O)(=O)=O)=CC=1.O. Given the product [Br:1][C:2]1[CH:3]=[CH:4][C:5]([Cl:12])=[C:6]([C:8]([CH3:10])=[CH2:9])[CH:7]=1, predict the reactants needed to synthesize it. (2) Given the product [C:14]([CH:13]=[C:11]1[CH2:12][N:8]([C:6]([NH:26][C:24]2[CH:25]=[C:20]([Cl:19])[CH:21]=[C:22]([Cl:29])[CH:23]=2)=[O:7])[C@H:9]([C:16]([NH:45][C:41]2[CH:42]=[CH:43][C:44]3[N:32]([CH2:30][CH3:31])[C:33]4[C:38]([C:39]=3[CH:40]=2)=[CH:37][CH:36]=[CH:35][CH:34]=4)=[O:18])[CH2:10]1)#[N:15], predict the reactants needed to synthesize it. The reactants are: C(O[C:6]([N:8]1[CH2:12][C:11](=[CH:13][C:14]#[N:15])[CH2:10][C@H:9]1[C:16]([OH:18])=O)=[O:7])(C)(C)C.[Cl:19][C:20]1[CH:25]=[C:24]([N:26]=C=O)[CH:23]=[C:22]([Cl:29])[CH:21]=1.[CH2:30]([N:32]1[C:44]2[CH:43]=[CH:42][C:41]([NH2:45])=[CH:40][C:39]=2[C:38]2[C:33]1=[CH:34][CH:35]=[CH:36][CH:37]=2)[CH3:31]. (3) Given the product [CH2:1]([O:8][C:9]1[CH:16]=[C:15]([I:17])[CH:14]=[CH:13][C:10]=1/[CH:11]=[N:23]/[C:22]1[CH:24]=[CH:25][C:19]([OH:18])=[CH:20][CH:21]=1)[C:2]1[CH:7]=[CH:6][CH:5]=[CH:4][CH:3]=1, predict the reactants needed to synthesize it. The reactants are: [CH2:1]([O:8][C:9]1[CH:16]=[C:15]([I:17])[CH:14]=[CH:13][C:10]=1[CH:11]=O)[C:2]1[CH:7]=[CH:6][CH:5]=[CH:4][CH:3]=1.[OH:18][C:19]1[CH:25]=[CH:24][C:22]([NH2:23])=[CH:21][CH:20]=1. (4) Given the product [CH2:1]([S:3]([N:6]1[CH2:7][CH2:8][CH:9]([C:12]2[C:20]3[C:15](=[C:16]([C:33]([NH2:35])=[O:34])[CH:17]=[C:18]([C:21]4[CH:22]=[C:23]5[C:27](=[CH:28][CH:29]=4)[CH2:26][N:25]([CH3:30])[CH2:24]5)[CH:19]=3)[NH:14][CH:13]=2)[CH2:10][CH2:11]1)(=[O:4])=[O:5])[CH3:2], predict the reactants needed to synthesize it. The reactants are: [CH2:1]([S:3]([N:6]1[CH2:11][CH2:10][CH:9]([C:12]2[C:20]3[C:15](=[C:16]([C:33]([NH2:35])=[O:34])[CH:17]=[C:18]([C:21]4[CH:22]=[C:23]5[C:27](=[CH:28][CH:29]=4)[CH2:26][N:25]([CH:30](C)C)[CH2:24]5)[CH:19]=3)[NH:14][CH:13]=2)[CH2:8][CH2:7]1)(=[O:5])=[O:4])[CH3:2]. (5) Given the product [Cl:5][C:6]1[N:7]=[CH:8][C:9]([C:10]([C:27]2[CH:28]=[CH:29][C:24]([F:23])=[CH:25][CH:26]=2)=[O:11])=[CH:13][CH:14]=1, predict the reactants needed to synthesize it. The reactants are: [Cl-].[Al+3].[Cl-].[Cl-].[Cl:5][C:6]1[CH:14]=[CH:13][C:9]([C:10](Cl)=[O:11])=[CH:8][N:7]=1.CCOC(C)=O.[OH-].[Na+].[F:23][C:24]1[CH:29]=[CH:28][CH:27]=[CH:26][CH:25]=1. (6) Given the product [C:1]([N:5]([OH:15])[C:6]([C:8]([CH3:14])([CH3:13])[CH:9]=[O:10])=[O:7])([CH3:4])([CH3:2])[CH3:3], predict the reactants needed to synthesize it. The reactants are: [C:1]([N:5]([OH:15])[C:6]([C:8]([CH3:14])([CH3:13])[C:9](OC)=[O:10])=[O:7])([CH3:4])([CH3:3])[CH3:2].CC(C[AlH]CC(C)C)C. (7) The reactants are: Cl.[F:2][C:3]1[CH:8]=[CH:7][C:6]([NH:9]N)=[CH:5][CH:4]=1.[N:11]12[CH2:19][CH2:18][CH:15]([CH2:16][CH2:17]1)[C:14](=O)[CH2:13][CH2:12]2.[OH-].[Na+]. Given the product [F:2][C:3]1[CH:8]=[CH:7][C:6]2[NH:9][C:14]3[CH:15]4[CH2:18][CH2:19][N:11]([CH2:12][C:13]=3[C:5]=2[CH:4]=1)[CH2:17][CH2:16]4, predict the reactants needed to synthesize it.